Dataset: Reaction yield outcomes from USPTO patents with 853,638 reactions. Task: Predict the reaction yield, written as a fraction of the theoretical maximum amount of product (1.0 means a 100% yield; for example, 0.34 means a 34% yield). The reactants are [CH:1]([C:3]1[CH:12]=[CH:11][C:6]([C:7]([O:9][CH3:10])=[O:8])=[CH:5][CH:4]=1)=O.[CH2:13]([NH:15][CH2:16][CH3:17])[CH3:14].C(O[BH-](OC(=O)C)OC(=O)C)(=O)C.[Na+].C(=O)([O-])O.[Na+]. The catalyst is ClCCCl.C(Cl)(Cl)Cl.C(O)(=O)C. The product is [CH2:13]([N:15]([CH2:1][C:3]1[CH:12]=[CH:11][C:6]([C:7]([O:9][CH3:10])=[O:8])=[CH:5][CH:4]=1)[CH2:16][CH3:17])[CH3:14]. The yield is 0.600.